This data is from TCR-epitope binding with 47,182 pairs between 192 epitopes and 23,139 TCRs. The task is: Binary Classification. Given a T-cell receptor sequence (or CDR3 region) and an epitope sequence, predict whether binding occurs between them. (1) The epitope is PKYVKQNTLKLAT. The TCR CDR3 sequence is CASSLISNTEAFF. Result: 1 (the TCR binds to the epitope). (2) The epitope is GTSGSPIINR. The TCR CDR3 sequence is CASGPGGGYEQFF. Result: 1 (the TCR binds to the epitope). (3) The epitope is YLNTLTLAV. The TCR CDR3 sequence is CASSLAGTGETQYF. Result: 1 (the TCR binds to the epitope).